Task: Regression. Given a peptide amino acid sequence and an MHC pseudo amino acid sequence, predict their binding affinity value. This is MHC class II binding data.. Dataset: Peptide-MHC class II binding affinity with 134,281 pairs from IEDB (1) The binding affinity (normalized) is 0.203. The MHC is DRB3_0202 with pseudo-sequence DRB3_0202. The peptide sequence is FMVAMFLAVAVVLGL. (2) The peptide sequence is TDLQYFRTACNPRGR. The MHC is DRB1_0901 with pseudo-sequence DRB1_0901. The binding affinity (normalized) is 0.356.